Dataset: Reaction yield outcomes from USPTO patents with 853,638 reactions. Task: Predict the reaction yield, written as a fraction of the theoretical maximum amount of product (1.0 means a 100% yield; for example, 0.34 means a 34% yield). (1) The reactants are [C:1]([C:3]1[C:4]([CH3:14])=[N:5][S:6][C:7]=1[NH:8][C:9](=[O:13])[CH2:10][CH2:11][CH3:12])#[N:2].[OH:15]O. The catalyst is [NH4+].[OH-]. The product is [C:9]([NH:8][C:7]1[S:6][N:5]=[C:4]([CH3:14])[C:3]=1[C:1]([NH2:2])=[O:15])(=[O:13])[CH2:10][CH2:11][CH3:12]. The yield is 0.720. (2) The reactants are [CH:1]1([C:7](=[CH2:11])[C:8]([OH:10])=[O:9])[CH2:6][CH2:5][CH2:4][CH2:3][CH2:2]1.[CH2:12](O)[CH:13]=[CH2:14].C1(N=C=NC2CCCCC2)CCCCC1.C(Cl)Cl. The catalyst is C1(C)C=CC=CC=1. The product is [CH2:14]([O:9][C:8](=[O:10])[C:7]([CH:1]1[CH2:6][CH2:5][CH2:4][CH2:3][CH2:2]1)=[CH2:11])[CH:13]=[CH2:12]. The yield is 0.740. (3) The reactants are [NH:1]1[CH:5]=[C:4]([CH:6]=[O:7])[N:3]=[CH:2]1.[H-].[Na+].[CH3:10][Si:11]([CH3:18])([CH3:17])[CH2:12][CH2:13][O:14][CH2:15]Cl. The catalyst is CN(C)C=O. The product is [CH3:10][Si:11]([CH3:18])([CH3:17])[CH2:12][CH2:13][O:14][CH2:15][N:1]1[CH:5]=[C:4]([CH:6]=[O:7])[N:3]=[CH:2]1. The yield is 0.770. (4) The reactants are [CH3:1][O:2][CH2:3][CH2:4][O:5][C:6]1[C:7]([CH3:14])=[C:8]([CH:11]=[CH:12][CH:13]=1)[CH:9]=O.[CH:15]1([NH2:18])[CH2:17][CH2:16]1.[BH4-].[Na+].[OH-].[Na+]. The catalyst is CO. The product is [CH:15]1([NH:18][CH2:9][C:8]2[CH:11]=[CH:12][CH:13]=[C:6]([O:5][CH2:4][CH2:3][O:2][CH3:1])[C:7]=2[CH3:14])[CH2:17][CH2:16]1. The yield is 0.870. (5) The reactants are Cl.[CH3:2][O:3][NH2:4].[NH:5]1[C:10]2[CH:11]=[CH:12][CH:13]=[CH:14][C:9]=2[C:8](=O)[O:7]C1=O.CCN(C(C)C)C(C)C. The catalyst is C1COCC1. The product is [NH2:5][C:10]1[CH:11]=[CH:12][CH:13]=[CH:14][C:9]=1[C:8]([NH:4][O:3][CH3:2])=[O:7]. The yield is 0.850. (6) The reactants are [Cl:1][C:2]1[CH:7]=[CH:6][C:5]([C:8]2[CH:13]=[CH:12][N:11]3[C:14](=[O:30])[N:15]([CH2:17][C:18]4[C:19]([CH2:28][OH:29])=[N:20][C:21]([C:24]([F:27])([F:26])[F:25])=[CH:22][CH:23]=4)[N:16]=[C:10]3[C:9]=2[C:31]2[CH:36]=[CH:35][N:34]=[CH:33][CH:32]=2)=[CH:4][CH:3]=1.CC(OI1(OC(C)=O)(OC(C)=O)OC(=O)C2C1=CC=CC=2)=O. The catalyst is C(Cl)Cl. The product is [Cl:1][C:2]1[CH:3]=[CH:4][C:5]([C:8]2[CH:13]=[CH:12][N:11]3[C:14](=[O:30])[N:15]([CH2:17][C:18]4[C:19]([CH:28]=[O:29])=[N:20][C:21]([C:24]([F:26])([F:27])[F:25])=[CH:22][CH:23]=4)[N:16]=[C:10]3[C:9]=2[C:31]2[CH:32]=[CH:33][N:34]=[CH:35][CH:36]=2)=[CH:6][CH:7]=1. The yield is 0.990. (7) The reactants are [C:1]12([CH2:11][CH2:12][N:13]([CH2:27][CH2:28][CH2:29][CH2:30][CH3:31])[C:14]([NH:16][CH2:17][CH2:18][CH:19]([OH:26])[C:20]3[CH:25]=[CH:24][N:23]=[CH:22][CH:21]=3)=[O:15])[CH2:10][CH:5]3[CH2:6][CH:7]([CH2:9][CH:3]([CH2:4]3)[CH2:2]1)[CH2:8]2.C(OCC)(=O)C.S([O-])([O-])=O.[Na+].[Na+].C(=O)([O-])O.[Na+]. The catalyst is ClCCl.O. The product is [C:1]12([CH2:11][CH2:12][N:13]([CH2:27][CH2:28][CH2:29][CH2:30][CH3:31])[C:14]([NH:16][CH2:17][CH2:18][C:19](=[O:26])[C:20]3[CH:25]=[CH:24][N:23]=[CH:22][CH:21]=3)=[O:15])[CH2:8][CH:7]3[CH2:6][CH:5]([CH2:4][CH:3]([CH2:9]3)[CH2:2]1)[CH2:10]2. The yield is 0.878.